This data is from Forward reaction prediction with 1.9M reactions from USPTO patents (1976-2016). The task is: Predict the product of the given reaction. (1) Given the reactants [CH2:1]([N:8]1[CH:16]=[N:15][C:14]2[C:9]1=[N:10][C:11]([Cl:18])=[N:12][C:13]=2[NH2:17])[C:2]1[CH:7]=[CH:6][CH:5]=[CH:4][CH:3]=1.C([O-])(=O)C.[Na+].[Br:24]Br.[O-]S([O-])(=S)=O.[Na+].[Na+].[OH-].[Na+], predict the reaction product. The product is: [CH2:1]([N:8]1[C:16]([Br:24])=[N:15][C:14]2[C:9]1=[N:10][C:11]([Cl:18])=[N:12][C:13]=2[NH2:17])[C:2]1[CH:3]=[CH:4][CH:5]=[CH:6][CH:7]=1. (2) The product is: [CH3:21][C:22]1[CH:23]=[CH:24][C:25](=[O:28])[N:26]([C:2]2[CH:20]=[CH:19][C:5]3[N:6]=[C:7]([C@H:9]4[CH2:12][C@H:11]([N:13]5[CH2:17][CH2:16][CH2:15][C@@H:14]5[CH3:18])[CH2:10]4)[S:8][C:4]=3[CH:3]=2)[N:27]=1. Given the reactants Br[C:2]1[CH:20]=[CH:19][C:5]2[N:6]=[C:7]([C@H:9]3[CH2:12][C@H:11]([N:13]4[CH2:17][CH2:16][CH2:15][C@H:14]4[CH3:18])[CH2:10]3)[S:8][C:4]=2[CH:3]=1.[CH3:21][C:22]1[CH:23]=[CH:24][C:25](=[O:28])[NH:26][N:27]=1.N1NC(=O)C=CC=1, predict the reaction product. (3) Given the reactants [NH:1]1[C:5]2[CH:6]=[CH:7][CH:8]=[CH:9][C:4]=2[N:3]=[C:2]1[O:10][C:11]1[CH:16]=[CH:15][C:14]([CH2:17][CH2:18]N(CC2CC2)CCC)=[CH:13][CH:12]=1.C1([CH2:30][N:31]([CH2:58][CH2:59][CH3:60])[CH2:32][CH2:33][C:34]2C=CC(OC3N(COCC[Si](C)(C)C)C4C=CC=CC=4N=3)=CC=2)CC1.CCCC[N+](CCCC)(CCCC)CCCC.[F-], predict the reaction product. The product is: [NH:3]1[C:4]2[CH:9]=[CH:8][CH:7]=[CH:6][C:5]=2[N:1]=[C:2]1[O:10][C:11]1[CH:12]=[CH:13][C:14]([CH2:17][CH2:18][CH:58]([N:31]([CH:32]2[CH2:33][CH2:34]2)[CH3:30])[CH2:59][CH3:60])=[CH:15][CH:16]=1. (4) Given the reactants [C:1]([C:4]1[CH:14]=[C:13]([Br:15])[CH:12]=[CH:11][C:5]=1[O:6][CH2:7]C(O)=O)(=O)[CH3:2].CC([O-])=O.[Na+].[OH-].[Na+], predict the reaction product. The product is: [Br:15][C:13]1[CH:12]=[CH:11][C:5]2[O:6][CH:7]=[C:1]([CH3:2])[C:4]=2[CH:14]=1. (5) The product is: [Br:3][C:4]1[CH:9]=[CH:8][C:7]([N:10]2[C:21]3[C:13](=[C:14]4[N:18]([C:19](=[O:22])[CH:20]=3)[CH2:17][CH2:16][CH2:15]4)[N:12]([S:33]([C:30]3[CH:29]=[CH:28][C:27]([C:26]([F:25])([F:37])[F:38])=[CH:32][CH:31]=3)(=[O:35])=[O:34])[C:11]2=[O:23])=[C:6]([F:24])[CH:5]=1. Given the reactants [H-].[Na+].[Br:3][C:4]1[CH:9]=[CH:8][C:7]([N:10]2[C:21]3[C:13](=[C:14]4[N:18]([C:19](=[O:22])[CH:20]=3)[CH2:17][CH2:16][CH2:15]4)[NH:12][C:11]2=[O:23])=[C:6]([F:24])[CH:5]=1.[F:25][C:26]([F:38])([F:37])[C:27]1[CH:32]=[CH:31][C:30]([S:33](Cl)(=[O:35])=[O:34])=[CH:29][CH:28]=1, predict the reaction product. (6) Given the reactants [CH2:1]1C[O:4][CH2:3][CH2:2]1.C(Cl)(=O)C=C.[NH2:11][CH:12]1[C:20]2[C:15](=[CH:16][CH:17]=[CH:18][CH:19]=2)[CH2:14][CH2:13]1.O, predict the reaction product. The product is: [CH:12]1([NH:11][C:3](=[O:4])[CH:2]=[CH2:1])[C:20]2[C:15](=[CH:16][CH:17]=[CH:18][CH:19]=2)[CH2:14][CH2:13]1. (7) Given the reactants FC(F)(F)C1C=CC(C=C)=CC=1.Br[C:14]1[CH2:18][CH2:17][O:16][N:15]=1.COC(=O)[C:22]1[CH:27]=[CH:26][C:25]([OH:28])=[CH:24][N:23]=1, predict the reaction product. The product is: [N:23]1[CH:22]=[CH:27][CH:26]=[C:25]([O:28][C:14]2[CH2:18][CH2:17][O:16][N:15]=2)[CH:24]=1. (8) Given the reactants FC1C=CC=C(F)C=1CO[C:6]1[C:7]2[N:8](C([C:17]([OH:19])=[O:18])=C(C)N=2)[CH:9]=[C:10]([CH3:12])[CH:11]=1.C[N:26](C(ON1N=NC2C=CC=NC1=2)=[N+](C)C)C.F[P-](F)(F)(F)(F)F.C(N(CC)C(C)C)(C)C.[CH3:58][C:59]1[N:60]=[C:61]2[C:66]([O:67][CH2:68][C:69]3[C:74]([F:75])=[CH:73][CH:72]=[C:71](F)[C:70]=3[F:77])=[CH:65][C:64]([CH3:78])=[CH:63][N:62]2[C:79]=1[C:80](O)=[O:81], predict the reaction product. The product is: [CH:17]([OH:19])=[O:18].[NH2:8][CH:7]1[C:10]([CH3:9])([CH3:12])[CH2:11][CH:6]1[NH:26][C:80]([C:79]1[N:62]2[CH:63]=[C:64]([CH3:78])[CH:65]=[C:66]([O:67][CH2:68][C:69]3[C:74]([F:75])=[CH:73][CH:72]=[CH:71][C:70]=3[F:77])[C:61]2=[N:60][C:59]=1[CH3:58])=[O:81]. (9) Given the reactants [Cl:1][C:2]1[CH:3]=[C:4]([N+:23]([O-])=O)[CH:5]=[CH:6][C:7]=1[O:8][C:9]1[CH:14]=[CH:13][C:12]([CH2:15][CH2:16][CH2:17][N:18]2[CH:22]=[CH:21][N:20]=[CH:19]2)=[CH:11][CH:10]=1, predict the reaction product. The product is: [Cl:1][C:2]1[CH:3]=[C:4]([CH:5]=[CH:6][C:7]=1[O:8][C:9]1[CH:10]=[CH:11][C:12]([CH2:15][CH2:16][CH2:17][N:18]2[CH:22]=[CH:21][N:20]=[CH:19]2)=[CH:13][CH:14]=1)[NH2:23].